This data is from Peptide-MHC class II binding affinity with 134,281 pairs from IEDB. The task is: Regression. Given a peptide amino acid sequence and an MHC pseudo amino acid sequence, predict their binding affinity value. This is MHC class II binding data. The peptide sequence is SKEEKDTNGTDRAEI. The MHC is DRB1_0802 with pseudo-sequence DRB1_0802. The binding affinity (normalized) is 0.0781.